From a dataset of NCI-60 drug combinations with 297,098 pairs across 59 cell lines. Regression. Given two drug SMILES strings and cell line genomic features, predict the synergy score measuring deviation from expected non-interaction effect. (1) Drug 1: CC1=CC2C(CCC3(C2CCC3(C(=O)C)OC(=O)C)C)C4(C1=CC(=O)CC4)C. Drug 2: CCC1(CC2CC(C3=C(CCN(C2)C1)C4=CC=CC=C4N3)(C5=C(C=C6C(=C5)C78CCN9C7C(C=CC9)(C(C(C8N6C)(C(=O)OC)O)OC(=O)C)CC)OC)C(=O)OC)O.OS(=O)(=O)O. Cell line: MCF7. Synergy scores: CSS=1.20, Synergy_ZIP=2.15, Synergy_Bliss=-4.98, Synergy_Loewe=-53.7, Synergy_HSA=-13.7. (2) Drug 1: CN1CCC(CC1)COC2=C(C=C3C(=C2)N=CN=C3NC4=C(C=C(C=C4)Br)F)OC. Drug 2: C(CC(=O)O)C(=O)CN.Cl. Cell line: DU-145. Synergy scores: CSS=14.6, Synergy_ZIP=-8.43, Synergy_Bliss=-7.39, Synergy_Loewe=-10.9, Synergy_HSA=-6.15. (3) Drug 1: C1CCC(C1)C(CC#N)N2C=C(C=N2)C3=C4C=CNC4=NC=N3. Drug 2: C1C(C(OC1N2C=NC3=C(N=C(N=C32)Cl)N)CO)O. Cell line: OVCAR-8. Synergy scores: CSS=30.0, Synergy_ZIP=0.638, Synergy_Bliss=-2.21, Synergy_Loewe=-35.6, Synergy_HSA=-3.64. (4) Drug 1: CC1=CC=C(C=C1)C2=CC(=NN2C3=CC=C(C=C3)S(=O)(=O)N)C(F)(F)F. Drug 2: CC=C1C(=O)NC(C(=O)OC2CC(=O)NC(C(=O)NC(CSSCCC=C2)C(=O)N1)C(C)C)C(C)C. Cell line: PC-3. Synergy scores: CSS=12.0, Synergy_ZIP=4.93, Synergy_Bliss=3.20, Synergy_Loewe=-46.0, Synergy_HSA=0.950. (5) Drug 1: CC1=C(C=C(C=C1)NC(=O)C2=CC=C(C=C2)CN3CCN(CC3)C)NC4=NC=CC(=N4)C5=CN=CC=C5. Drug 2: CC1CCC2CC(C(=CC=CC=CC(CC(C(=O)C(C(C(=CC(C(=O)CC(OC(=O)C3CCCCN3C(=O)C(=O)C1(O2)O)C(C)CC4CCC(C(C4)OC)O)C)C)O)OC)C)C)C)OC. Cell line: IGROV1. Synergy scores: CSS=0.365, Synergy_ZIP=7.29, Synergy_Bliss=5.27, Synergy_Loewe=-5.88, Synergy_HSA=-4.43. (6) Cell line: HS 578T. Drug 2: CC12CCC3C(C1CCC2OP(=O)(O)O)CCC4=C3C=CC(=C4)OC(=O)N(CCCl)CCCl.[Na+]. Synergy scores: CSS=-0.0515, Synergy_ZIP=-0.131, Synergy_Bliss=1.65, Synergy_Loewe=-1.90, Synergy_HSA=-0.938. Drug 1: C1CN(P(=O)(OC1)NCCCl)CCCl. (7) Drug 1: CS(=O)(=O)CCNCC1=CC=C(O1)C2=CC3=C(C=C2)N=CN=C3NC4=CC(=C(C=C4)OCC5=CC(=CC=C5)F)Cl. Drug 2: CC(C)(C#N)C1=CC(=CC(=C1)CN2C=NC=N2)C(C)(C)C#N. Cell line: HL-60(TB). Synergy scores: CSS=23.7, Synergy_ZIP=-5.98, Synergy_Bliss=-2.43, Synergy_Loewe=1.96, Synergy_HSA=1.96. (8) Drug 1: CC12CCC3C(C1CCC2NC(=O)OCC(F)(F)F)CCC4C3(C=CC(=O)N4C)C. Drug 2: C1CC(C1)(C2=CC=C(C=C2)C3=C(C=C4C(=N3)C=CN5C4=NNC5=O)C6=CC=CC=C6)N. Cell line: HT29. Synergy scores: CSS=47.8, Synergy_ZIP=10.7, Synergy_Bliss=12.8, Synergy_Loewe=13.0, Synergy_HSA=14.7.